This data is from Catalyst prediction with 721,799 reactions and 888 catalyst types from USPTO. The task is: Predict which catalyst facilitates the given reaction. Reactant: [CH3:1][O:2][C:3]1[CH:8]=[CH:7][C:6]([C:9]2[C:17]3[C:16](=O)[NH:15][CH:14]=[N:13][C:12]=3[O:11][C:10]=2[C:19]2[CH:24]=[CH:23][CH:22]=[CH:21][CH:20]=2)=[CH:5][CH:4]=1.P(Cl)(Cl)([Cl:27])=O.Cl.N. Product: [Cl:27][C:16]1[C:17]2[C:9]([C:6]3[CH:7]=[CH:8][C:3]([O:2][CH3:1])=[CH:4][CH:5]=3)=[C:10]([C:19]3[CH:24]=[CH:23][CH:22]=[CH:21][CH:20]=3)[O:11][C:12]=2[N:13]=[CH:14][N:15]=1. The catalyst class is: 6.